Dataset: Forward reaction prediction with 1.9M reactions from USPTO patents (1976-2016). Task: Predict the product of the given reaction. (1) Given the reactants [C:1]([C:3]1[N:8]=[CH:7][C:6]([C:9]2[O:13][N:12]=[C:11]([C:14]3[CH:22]=[CH:21][C:20]4[N:19]5[CH2:23][CH2:24][CH:25]([CH2:26][C:27]([O:29]C(C)(C)C)=[O:28])[C:18]5=[CH:17][C:16]=4[CH:15]=3)[N:10]=2)=[CH:5][CH:4]=1)#[N:2].C1(SC)C=CC=CC=1.C(O)(C(F)(F)F)=O, predict the reaction product. The product is: [C:1]([C:3]1[N:8]=[CH:7][C:6]([C:9]2[O:13][N:12]=[C:11]([C:14]3[CH:22]=[CH:21][C:20]4[N:19]5[CH2:23][CH2:24][CH:25]([CH2:26][C:27]([OH:29])=[O:28])[C:18]5=[CH:17][C:16]=4[CH:15]=3)[N:10]=2)=[CH:5][CH:4]=1)#[N:2]. (2) Given the reactants CS(O[N:6]=[C:7](Cl)[CH:8]([CH3:10])[CH3:9])(=O)=O.[S-:12][C:13]#[N:14].[Na+].N1C=CC=CC=1.[F:22][C:23]1[CH:28]=[C:27]([S:29]([CH3:32])(=[O:31])=[O:30])[CH:26]=[CH:25][C:24]=1[NH:33][C@H:34]1[CH2:39][CH2:38][CH2:37][N:36]([CH:40]2[CH2:45][CH2:44][NH:43][CH2:42][CH2:41]2)[C:35]1=[O:46], predict the reaction product. The product is: [F:22][C:23]1[CH:28]=[C:27]([S:29]([CH3:32])(=[O:31])=[O:30])[CH:26]=[CH:25][C:24]=1[NH:33][C@H:34]1[CH2:39][CH2:38][CH2:37][N:36]([CH:40]2[CH2:41][CH2:42][N:43]([C:13]3[S:12][N:6]=[C:7]([CH:8]([CH3:9])[CH3:10])[N:14]=3)[CH2:44][CH2:45]2)[C:35]1=[O:46]. (3) Given the reactants [C:1]1([C@H:7]([O:9][C:10](=[O:26])[NH:11][C:12]2[C:13]([CH3:25])=[N:14][O:15][C:16]=2[C:17]2[CH:22]=[CH:21][C:20]([CH2:23][OH:24])=[CH:19][CH:18]=2)[CH3:8])[CH:6]=[CH:5][CH:4]=[CH:3][CH:2]=1.CC(C1C=CC=CC1=[N+]=[N-])(C)C([O-])=O.Cl.C[O:43][C:44](=[O:54])[C@H:45]([CH2:47][C:48]1[CH:53]=[CH:52][CH:51]=[CH:50][CH:49]=1)N, predict the reaction product. The product is: [CH3:25][C:13]1[C:12]([NH:11][C:10]([O:9][C@@H:7]([C:1]2[CH:2]=[CH:3][CH:4]=[CH:5][CH:6]=2)[CH3:8])=[O:26])=[C:16]([C:17]2[CH:18]=[CH:19][C:20]([CH2:23][O:24][CH:45]([CH2:47][C:48]3[CH:53]=[CH:52][CH:51]=[CH:50][CH:49]=3)[C:44]([OH:54])=[O:43])=[CH:21][CH:22]=2)[O:15][N:14]=1. (4) Given the reactants [CH3:1][C:2]([CH3:12])([CH3:11])[C:3]([O:5][CH2:6][O:7][C:8](Cl)=[O:9])=[O:4].N1C=CC=CC=1.[N+:19]([C:22]1[CH:27]=[CH:26][C:25]([OH:28])=[CH:24][CH:23]=1)([O-:21])=[O:20].O, predict the reaction product. The product is: [CH3:1][C:2]([CH3:12])([CH3:11])[C:3]([O:5][CH2:6][O:7][C:8]([O:28][C:25]1[CH:26]=[CH:27][C:22]([N+:19]([O-:21])=[O:20])=[CH:23][CH:24]=1)=[O:9])=[O:4]. (5) Given the reactants [C:1]([O:5][C:6]([NH:8][C:9]([N:18]1[CH2:27][CH2:26][C:25]2[C:20](=[CH:21][C:22]([O:28][CH2:29][CH:30]3[CH2:35][CH2:34][NH:33][CH2:32][CH2:31]3)=[CH:23][CH:24]=2)[CH2:19]1)=[N:10][C:11]([O:13][C:14]([CH3:17])([CH3:16])[CH3:15])=[O:12])=[O:7])([CH3:4])([CH3:3])[CH3:2].N1C=CC=CC=1.[C:42]1([CH2:48][S:49](Cl)(=[O:51])=[O:50])[CH:47]=[CH:46][CH:45]=[CH:44][CH:43]=1, predict the reaction product. The product is: [C:14]([O:13][C:11]([NH:10][C:9]([N:18]1[CH2:27][CH2:26][C:25]2[C:20](=[CH:21][C:22]([O:28][CH2:29][CH:30]3[CH2:35][CH2:34][N:33]([S:49]([CH2:48][C:42]4[CH:47]=[CH:46][CH:45]=[CH:44][CH:43]=4)(=[O:51])=[O:50])[CH2:32][CH2:31]3)=[CH:23][CH:24]=2)[CH2:19]1)=[N:8][C:6]([O:5][C:1]([CH3:2])([CH3:3])[CH3:4])=[O:7])=[O:12])([CH3:17])([CH3:16])[CH3:15]. (6) Given the reactants C([O:4][C:5]1[CH:13]=[CH:12][CH:11]=[C:10]2[C:6]=1[CH2:7][CH2:8][N:9]2C(=O)C)(=O)C.OC1C=CC=C2C=1C=CN2.[BH3-]C#N.[Na+].O, predict the reaction product. The product is: [OH:4][C:5]1[CH:13]=[CH:12][CH:11]=[C:10]2[C:6]=1[CH2:7][CH2:8][NH:9]2. (7) Given the reactants [C:1]([O:5][C@@H:6]([C:10]1[C:37]([CH3:38])=[N:36][C:35]2=[CH:39][C:32]3=[N:33][N:34]2[C:11]=1[N:12]1[CH2:43][CH2:42][C:15]([CH3:44])([O:16][CH2:17][CH2:18][CH2:19][CH2:20][C@H:21]([CH3:41])[O:22][C:23]2[CH:24]=[C:25]([F:40])[CH:26]=[CH:27][C:28]=2[CH2:29][CH:30]=[CH:31]3)[CH2:14][CH2:13]1)[C:7]([OH:9])=[O:8])([CH3:4])([CH3:3])[CH3:2], predict the reaction product. The product is: [C:1]([O:5][C@@H:6]([C:10]1[C:37]([CH3:38])=[N:36][C:35]2=[CH:39][C:32]3=[N:33][N:34]2[C:11]=1[N:12]1[CH2:13][CH2:14][C:15]([CH3:44])([O:16][CH2:17][CH2:18][CH2:19][CH2:20][C@H:21]([CH3:41])[O:22][C:23]2[CH:24]=[C:25]([F:40])[CH:26]=[CH:27][C:28]=2[CH2:29][CH2:30][CH2:31]3)[CH2:42][CH2:43]1)[C:7]([OH:9])=[O:8])([CH3:4])([CH3:2])[CH3:3].